From a dataset of Reaction yield outcomes from USPTO patents with 853,638 reactions. Predict the reaction yield, written as a fraction of the theoretical maximum amount of product (1.0 means a 100% yield; for example, 0.34 means a 34% yield). The reactants are [CH2:1]([N:3]([CH2:7][CH3:8])[CH2:4][CH2:5][NH2:6])[CH3:2].S=[C:10]1[CH2:14][S:13][C:12](=[O:15])[NH:11]1.[Cl:16][C:17]1[CH:24]=[C:23]([O:25][C:26]2[CH:31]=[CH:30][C:29]([CH:32]=O)=[CH:28][C:27]=2[O:34][CH3:35])[CH:22]=[CH:21][C:18]=1[C:19]#[N:20].CC(C)([O-])C.[K+].[Cl-].[NH4+]. The catalyst is C(O)C. The product is [Cl:16][C:17]1[CH:24]=[C:23]([O:25][C:26]2[CH:31]=[CH:30][C:29](/[CH:32]=[C:14]3/[C:10]([NH:6][CH2:5][CH2:4][N:3]([CH2:7][CH3:8])[CH2:1][CH3:2])=[N:11][C:12](=[O:15])[S:13]/3)=[CH:28][C:27]=2[O:34][CH3:35])[CH:22]=[CH:21][C:18]=1[C:19]#[N:20]. The yield is 0.420.